This data is from Ames mutagenicity test results for genotoxicity prediction. The task is: Regression/Classification. Given a drug SMILES string, predict its toxicity properties. Task type varies by dataset: regression for continuous values (e.g., LD50, hERG inhibition percentage) or binary classification for toxic/non-toxic outcomes (e.g., AMES mutagenicity, cardiotoxicity, hepatotoxicity). Dataset: ames. (1) The molecule is O=c1[nH]c(=O)n([C@H]2C[C@H](O)[C@@H](CO)O2)cc1C(F)(F)F. The result is 1 (mutagenic). (2) The molecule is BrCc1c2ccccc2cc2c1ccc1ccccc12. The result is 1 (mutagenic). (3) The molecule is Cc1cc2c(C)c3ccccc3nc2c2ccccc12. The result is 1 (mutagenic). (4) The molecule is Cc1ccc2nc3c4c(ccc3c(CO)c2c1)C(O)C(O)C=C4. The result is 1 (mutagenic). (5) The drug is CC1CCCC(=O)CCCC=Cc2cc(O)cc(O)c2C(=O)O1. The result is 0 (non-mutagenic).